Dataset: Catalyst prediction with 721,799 reactions and 888 catalyst types from USPTO. Task: Predict which catalyst facilitates the given reaction. (1) Reactant: C([O:3][C:4]([C:6]1([C:27]([O:29]CC)=[O:28])[CH2:9][N:8]([CH2:10][C:11]2[CH:16]=[CH:15][C:14]([CH2:17][CH2:18][CH2:19][CH2:20][CH2:21][CH2:22][CH2:23][CH2:24][CH2:25][CH3:26])=[CH:13][CH:12]=2)[CH2:7]1)=[O:5])C.[OH-].[Na+]. Product: [CH2:17]([C:14]1[CH:13]=[CH:12][C:11]([CH2:10][N:8]2[CH2:7][C:6]([C:4]([OH:5])=[O:3])([C:27]([OH:29])=[O:28])[CH2:9]2)=[CH:16][CH:15]=1)[CH2:18][CH2:19][CH2:20][CH2:21][CH2:22][CH2:23][CH2:24][CH2:25][CH3:26]. The catalyst class is: 40. (2) Reactant: [Br-].[CH:2]1([Zn+])[CH2:4][CH2:3]1.[Cl:6][C:7]1[CH:12]=[C:11](I)[CH:10]=[C:9]([Cl:14])[N:8]=1. Product: [Cl:6][C:7]1[CH:12]=[C:11]([CH:2]2[CH2:4][CH2:3]2)[CH:10]=[C:9]([Cl:14])[N:8]=1. The catalyst class is: 602. (3) Reactant: Br[C:2]1[CH:3]=[C:4]([CH3:7])[S:5][CH:6]=1.[B:8](OC(C)C)([O:13]C(C)C)[O:9]C(C)C.N#N.[Li]CCCC.CCCCCC.Cl. Product: [CH3:7][C:4]1[S:5][CH:6]=[C:2]([B:8]([OH:13])[OH:9])[CH:3]=1. The catalyst class is: 1. (4) Reactant: [CH2:1]([O:3][C:4]1[CH:13]=[C:12]2[C:7]([C:8]([C:25]([O:27][CH3:28])=[O:26])=[C:9]([CH3:24])[C:10]([C:14]3[CH:19]=[CH:18][CH:17]=[C:16]([C:20]([F:23])([F:22])[F:21])[CH:15]=3)=[N:11]2)=[CH:6][C:5]=1F)[CH3:2].[CH2:30]([S-:32])[CH3:31].[Na+].IC. Product: [CH2:1]([O:3][C:4]1[CH:13]=[C:12]2[C:7]([C:8]([C:25]([O:27][CH3:28])=[O:26])=[C:9]([CH3:24])[C:10]([C:14]3[CH:19]=[CH:18][CH:17]=[C:16]([C:20]([F:22])([F:21])[F:23])[CH:15]=3)=[N:11]2)=[CH:6][C:5]=1[S:32][CH2:30][CH3:31])[CH3:2]. The catalyst class is: 58. (5) Reactant: [C:1]1([S:7][C:8]2[CH:9]=[N:10][C:11]([C:14]#[N:15])=[N:12][CH:13]=2)[CH:6]=[CH:5][CH:4]=[CH:3][CH:2]=1.[OH-].[NH4+].[H][H]. Product: [C:1]1([S:7][C:8]2[CH:9]=[N:10][C:11]([CH2:14][NH2:15])=[N:12][CH:13]=2)[CH:2]=[CH:3][CH:4]=[CH:5][CH:6]=1. The catalyst class is: 94. (6) Reactant: [Cl:1][C:2]1[C:11]2[C:6](=[CH:7][C:8]([C:12](OCC)=[O:13])=[CH:9][CH:10]=2)[N:5]=[CH:4][CH:3]=1.[BH4-].[Na+]. Product: [Cl:1][C:2]1[C:11]2[C:6](=[CH:7][C:8]([CH2:12][OH:13])=[CH:9][CH:10]=2)[N:5]=[CH:4][CH:3]=1. The catalyst class is: 1. (7) Reactant: [F:1][C:2]1[CH:7]=[C:6]([F:8])[CH:5]=[CH:4][C:3]=1[C:9]1[S:13]/[C:12](=[N:14]\[C:15]([C:17]23[CH2:26][CH:21]4[CH2:22][CH:23]([CH2:25][CH:19]([CH2:20]4)[CH2:18]2)[CH2:24]3)=[O:16])/[N:11](COCC[Si](C)(C)C)[CH:10]=1. Product: [F:1][C:2]1[CH:7]=[C:6]([F:8])[CH:5]=[CH:4][C:3]=1[C:9]1[S:13][C:12]([NH:14][C:15]([C:17]23[CH2:26][CH:21]4[CH2:20][CH:19]([CH2:25][CH:23]([CH2:22]4)[CH2:24]2)[CH2:18]3)=[O:16])=[N:11][CH:10]=1. The catalyst class is: 55.